From a dataset of Forward reaction prediction with 1.9M reactions from USPTO patents (1976-2016). Predict the product of the given reaction. (1) Given the reactants C(OC([N:8]1[CH2:13][CH2:12][CH:11]([C:14]2[N:19]3[N:20]=[C:21]4[C:26]([C:25]([Br:27])=[CH:24][CH:23]=[CH:22]4)=[C:18]3[NH:17][C:16](=[O:28])[CH:15]=2)[CH2:10][CH:9]1[CH3:29])=O)(C)(C)C.[ClH:30], predict the reaction product. The product is: [ClH:30].[Br:27][C:25]1[C:26]2[C:21]([CH:22]=[CH:23][CH:24]=1)=[N:20][N:19]1[C:14]([C@@H:11]3[CH2:12][CH2:13][NH:8][C@@H:9]([CH3:29])[CH2:10]3)=[CH:15][C:16](=[O:28])[NH:17][C:18]=21. (2) Given the reactants [OH-:1].[Na+].[CH3:3][CH:4]1[CH2:9][CH2:8][CH2:7][CH2:6][N:5]1[C:10]1[CH:17]=[CH:16][C:13]([C:14]#N)=[CH:12][C:11]=1[C:18]([F:21])([F:20])[F:19].Cl.C[OH:24], predict the reaction product. The product is: [CH3:3][CH:4]1[CH2:9][CH2:8][CH2:7][CH2:6][N:5]1[C:10]1[CH:17]=[CH:16][C:13]([C:14]([OH:24])=[O:1])=[CH:12][C:11]=1[C:18]([F:21])([F:20])[F:19]. (3) Given the reactants [Br:1][C:2]1[CH:21]=[CH:20][C:19]([F:22])=[CH:18][C:3]=1[O:4][CH:5]1[CH2:10][CH2:9][N:8]([C:11]2[S:15][C:14]([C:16]#[N:17])=[N:13][N:12]=2)[CH2:7][CH2:6]1.[Li+].C[Si]([N-][Si](C)(C)C)(C)C.Cl.[NH+:34]1[CH:39]=[CH:38][CH:37]=CC=1.[Na].[CH3:41][O:42][CH:43]([O:51]C)C(C(OC)=O)=CO.Cl, predict the reaction product. The product is: [Br:1][C:2]1[CH:21]=[CH:20][C:19]([F:22])=[CH:18][C:3]=1[O:4][CH:5]1[CH2:6][CH2:7][N:8]([C:11]2[S:15][C:14]([C:16]3[N:34]=[CH:39][C:38]([C:43]([O:42][CH3:41])=[O:51])=[CH:37][N:17]=3)=[N:13][N:12]=2)[CH2:9][CH2:10]1. (4) Given the reactants C(OC(=O)[N:7]([CH2:40][CH3:41])[CH2:8][C:9]1[CH:10]=[N:11][CH:12]=[C:13]([C:16]2[CH:17]=[C:18]3[C:22](=[CH:23][CH:24]=2)[N:21](C2CCCCO2)[N:20]=[C:19]3[C:31]2[NH:35][C:34]3[CH2:36][CH2:37][CH2:38][CH2:39][C:33]=3[N:32]=2)[C:14]=1[CH3:15])(C)(C)C.C1(C)C(S(O)(=O)=O)=CC=CC=1.C(OCC)(=O)C, predict the reaction product. The product is: [CH2:40]([NH:7][CH2:8][C:9]1[CH:10]=[N:11][CH:12]=[C:13]([C:16]2[CH:17]=[C:18]3[C:22](=[CH:23][CH:24]=2)[NH:21][N:20]=[C:19]3[C:31]2[NH:32][C:33]3[CH2:39][CH2:38][CH2:37][CH2:36][C:34]=3[N:35]=2)[C:14]=1[CH3:15])[CH3:41]. (5) Given the reactants [CH3:1][C:2]([C:4]1[CH:9]=[C:8]([F:10])[C:7]([F:11])=[C:6]([F:12])[CH:5]=1)=O.[CH2:13]([CH2:15][NH2:16])[OH:14], predict the reaction product. The product is: [F:12][C:6]1[CH:5]=[C:4]([CH:2]([NH:16][CH2:15][CH2:13][OH:14])[CH3:1])[CH:9]=[C:8]([F:10])[C:7]=1[F:11].